Predict the reactants needed to synthesize the given product. From a dataset of Full USPTO retrosynthesis dataset with 1.9M reactions from patents (1976-2016). (1) Given the product [CH2:33]([N:35]1[C:39]([CH:40]=[CH:12][C:10]2[N:11]=[C:7]3[C:6]([CH3:32])=[N:5][CH:4]=[C:3]([CH3:2])[N:8]3[N:9]=2)=[N:38][C:37]([N:42]2[CH2:46][CH2:45][CH2:44][CH2:43]2)=[N:36]1)[CH3:34], predict the reactants needed to synthesize it. The reactants are: [Cl-].[CH3:2][C:3]1[N:8]2[N:9]=[C:10]([CH2:12][P+](C3C=CC=CC=3)(C3C=CC=CC=3)C3C=CC=CC=3)[N:11]=[C:7]2[C:6]([CH3:32])=[N:5][CH:4]=1.[CH2:33]([N:35]1[C:39]([CH:40]=O)=[N:38][C:37]([N:42]2[CH2:46][CH2:45][CH2:44][CH2:43]2)=[N:36]1)[CH3:34].N12CCCN=C1CCCCC2. (2) Given the product [ClH:27].[N:11]1([CH:14]2[CH2:26][CH2:25][C:24]3[C:16](=[CH:17][C:18]4[C:19]([CH:23]=3)=[N:20][O:21][N:22]=4)[CH2:15]2)[CH2:10][CH2:9][NH:8][CH2:13][CH2:12]1, predict the reactants needed to synthesize it. The reactants are: C(OC([N:8]1[CH2:13][CH2:12][N:11]([CH:14]2[CH2:26][CH2:25][C:24]3[C:16](=[CH:17][C:18]4[C:19]([CH:23]=3)=[N:20][O:21][N:22]=4)[CH2:15]2)[CH2:10][CH2:9]1)=O)(C)(C)C.[ClH:27]. (3) Given the product [NH2:1][C@H:2]([C:14]([N:34]1[CH2:55][CH2:54][CH2:53][C@H:35]1[C:36]([NH:38][C@H:39]([C:50]([OH:52])=[O:51])[C@@H:40]([CH3:49])[O:41][CH2:42][C:43]1[CH:44]=[CH:45][CH:46]=[CH:47][CH:48]=1)=[O:37])=[O:16])[CH2:3][C:4](=[O:13])[O:5][CH2:6][C:7]1[CH:8]=[CH:9][CH:10]=[CH:11][CH:12]=1.[ClH:56].[CH2:29]([NH-:25])[CH2:28][CH3:33], predict the reactants needed to synthesize it. The reactants are: [NH:1](C(OC(C)(C)C)=O)[C@H:2]([C:14]([OH:16])=O)[CH2:3][C:4](=[O:13])[O:5][CH2:6][C:7]1[CH:12]=[CH:11][CH:10]=[CH:9][CH:8]=1.O[N:25]1[C:29]2C=CC=[CH:33][C:28]=2N=N1.[NH:34]1[CH2:55][CH2:54][CH2:53][C@H:35]1[C:36]([NH:38][C@H:39]([C:50]([OH:52])=[O:51])[C@@H:40]([CH3:49])[O:41][CH2:42][C:43]1[CH:48]=[CH:47][CH:46]=[CH:45][CH:44]=1)=[O:37].[ClH:56].C([NH-])CC.C(N(C(C)C)CC)(C)C.Cl.CN(C)CCCN=C=NCC. (4) Given the product [CH3:18][O:17][C:14]1[CH:15]=[CH:16][C:8]([O:7][CH2:10][C:9]2[CH:13]=[CH:14][CH:15]=[CH:16][CH:8]=2)=[C:9]([CH:13]=1)[C:10]([O:12][CH2:20][C:21]1[CH:26]=[CH:25][CH:24]=[CH:23][CH:22]=1)=[O:11], predict the reactants needed to synthesize it. The reactants are: C(=O)([O-])[O-].[K+].[K+].[OH:7][C:8]1[CH:16]=[CH:15][C:14]([O:17][CH3:18])=[CH:13][C:9]=1[C:10]([OH:12])=[O:11].Br[CH2:20][C:21]1[CH:26]=[CH:25][CH:24]=[CH:23][CH:22]=1. (5) Given the product [N:1]1([CH2:13][CH2:12][C:11]([OH:15])=[O:14])[C:10]2[C:5](=[CH:6][CH:7]=[CH:8][CH:9]=2)[CH2:4][CH2:3][CH2:2]1, predict the reactants needed to synthesize it. The reactants are: [NH:1]1[C:10]2[C:5](=[CH:6][CH:7]=[CH:8][CH:9]=2)[CH2:4][CH2:3][CH2:2]1.[C:11]([O:15]C)(=[O:14])[CH:12]=[CH2:13].[Li+].[OH-].Cl. (6) Given the product [Cl:1][C:2]1[CH:3]=[CH:4][C:5]([O:22][CH2:23][C:24]([NH:48][S:45]([C:39]2[CH:44]=[CH:43][CH:42]=[CH:41][CH:40]=2)(=[O:47])=[O:46])=[O:26])=[C:6]2[C:11]=1[N:10]=[C:9]([CH3:12])[C:8]([CH2:13][C:14]1[CH:15]=[CH:16][C:17]([Cl:20])=[CH:18][CH:19]=1)=[C:7]2[CH3:21], predict the reactants needed to synthesize it. The reactants are: [Cl:1][C:2]1[CH:3]=[CH:4][C:5]([O:22][CH2:23][C:24]([OH:26])=O)=[C:6]2[C:11]=1[N:10]=[C:9]([CH3:12])[C:8]([CH2:13][C:14]1[CH:19]=[CH:18][C:17]([Cl:20])=[CH:16][CH:15]=1)=[C:7]2[CH3:21].Cl.CN(C)CCCN=C=NCC.[C:39]1([S:45]([NH2:48])(=[O:47])=[O:46])[CH:44]=[CH:43][CH:42]=[CH:41][CH:40]=1. (7) Given the product [CH3:15][C:14]1[CH:16]=[CH:17][C:11]([S:8]([O:7][CH2:6][CH:2]2[CH2:3][CH2:4][CH2:5][O:1]2)(=[O:10])=[O:9])=[CH:12][CH:13]=1, predict the reactants needed to synthesize it. The reactants are: [O:1]1[CH2:5][CH2:4][CH2:3][CH:2]1[CH2:6][OH:7].[S:8](Cl)([C:11]1[CH:17]=[CH:16][C:14]([CH3:15])=[CH:13][CH:12]=1)(=[O:10])=[O:9].[OH-].[K+].